Dataset: Forward reaction prediction with 1.9M reactions from USPTO patents (1976-2016). Task: Predict the product of the given reaction. (1) Given the reactants [CH3:1][C:2]1[CH:11]=[C:10]([CH2:12][C:13]2[CH:30]=[CH:29][C:16]([C:17]([NH:19][C@@H:20]3[CH2:24][NH:23][CH2:22][C@@H:21]3[C:25]([O:27][CH3:28])=[O:26])=[O:18])=[CH:15][CH:14]=2)[C:9]2[C:4](=[CH:5][CH:6]=[CH:7][CH:8]=2)[N:3]=1.C(N(C(C)C)CC)(C)C.[CH:40](=O)[CH:41]([CH3:43])[CH3:42].[BH-](OC(C)=O)(OC(C)=O)OC(C)=O.[Na+], predict the reaction product. The product is: [CH2:40]([N:23]1[CH2:24][C@@H:20]([NH:19][C:17](=[O:18])[C:16]2[CH:15]=[CH:14][C:13]([CH2:12][C:10]3[C:9]4[C:4](=[CH:5][CH:6]=[CH:7][CH:8]=4)[N:3]=[C:2]([CH3:1])[CH:11]=3)=[CH:30][CH:29]=2)[C@@H:21]([C:25]([O:27][CH3:28])=[O:26])[CH2:22]1)[CH:41]([CH3:43])[CH3:42]. (2) Given the reactants [C:1]([N:4]1[CH2:9][CH2:8][CH2:7][C:6](=O)[CH2:5]1)(=[O:3])[CH3:2].[NH:11]([C:13]([O:15][C:16]([CH3:19])([CH3:18])[CH3:17])=[O:14])[NH2:12].C([BH3-])#N.[Na+].O.C1(C)C=CC(S(O)(=O)=O)=CC=1, predict the reaction product. The product is: [C:1]([N:4]1[CH2:9][CH2:8][CH2:7][CH:6]([NH:12][NH:11][C:13]([O:15][C:16]([CH3:19])([CH3:18])[CH3:17])=[O:14])[CH2:5]1)(=[O:3])[CH3:2]. (3) Given the reactants [N:1]1([C:7]([N:9]2[CH2:14][CH:13]([C:15]3[CH:20]=[CH:19][C:18]([O:21][C:22]([F:25])([F:24])[F:23])=[CH:17][CH:16]=3)[CH2:12][CH:11]([C:26]([OH:28])=O)[CH2:10]2)=[O:8])[CH2:6][CH2:5][O:4][CH2:3][CH2:2]1.O[N:30]=[C:31]([NH2:37])[CH2:32][S:33]([CH3:36])(=[O:35])=[O:34], predict the reaction product. The product is: [CH3:36][S:33]([CH2:32][C:31]1[N:37]=[C:26]([CH:11]2[CH2:12][CH:13]([C:15]3[CH:20]=[CH:19][C:18]([O:21][C:22]([F:25])([F:23])[F:24])=[CH:17][CH:16]=3)[CH2:14][N:9]([C:7]([N:1]3[CH2:6][CH2:5][O:4][CH2:3][CH2:2]3)=[O:8])[CH2:10]2)[O:28][N:30]=1)(=[O:35])=[O:34].